Regression. Given two drug SMILES strings and cell line genomic features, predict the synergy score measuring deviation from expected non-interaction effect. From a dataset of NCI-60 drug combinations with 297,098 pairs across 59 cell lines. Drug 1: CC1=C(C=C(C=C1)NC2=NC=CC(=N2)N(C)C3=CC4=NN(C(=C4C=C3)C)C)S(=O)(=O)N.Cl. Drug 2: C1=CC=C(C=C1)NC(=O)CCCCCCC(=O)NO. Cell line: OVCAR-5. Synergy scores: CSS=3.29, Synergy_ZIP=-5.29, Synergy_Bliss=1.39, Synergy_Loewe=-26.6, Synergy_HSA=-0.278.